Task: Predict which catalyst facilitates the given reaction.. Dataset: Catalyst prediction with 721,799 reactions and 888 catalyst types from USPTO (1) Product: [C:27]([C:24]1[CH:25]=[CH:26][C:21]([C:19]2[N:20]=[C:15]([O:14][CH2:13][C@@H:10]3[CH2:11][CH2:12][N:8]([C:6]([O:5][C:1]([CH3:4])([CH3:3])[CH3:2])=[O:7])[CH2:9]3)[C:16]3[N:17]([CH:36]=[C:37]([CH2:39][OH:40])[N:38]=3)[C:18]=2[C:29]2[CH:34]=[CH:33][C:32]([CH3:35])=[CH:31][CH:30]=2)=[CH:22][CH:23]=1)#[N:28]. Reactant: [C:1]([O:5][C:6]([N:8]1[CH2:12][CH2:11][C@@H:10]([CH2:13][O:14][C:15]2[C:16]3[N:17]([CH:36]=[C:37]([C:39](O)=[O:40])[N:38]=3)[C:18]([C:29]3[CH:34]=[CH:33][C:32]([CH3:35])=[CH:31][CH:30]=3)=[C:19]([C:21]3[CH:26]=[CH:25][C:24]([C:27]#[N:28])=[CH:23][CH:22]=3)[N:20]=2)[CH2:9]1)=[O:7])([CH3:4])([CH3:3])[CH3:2].CN1CCOCC1.ClC(OCC(C)C)=O.[BH4-].[Na+]. The catalyst class is: 30. (2) Reactant: [N:1]1([C:10]2[C:11]([C:24]3[CH:29]=[CH:28][CH:27]=[CH:26][CH:25]=3)=[N:12][C:13]3[C:18]([N:19]=2)=[CH:17][C:16]([C:20]([O:22]C)=[O:21])=[CH:15][CH:14]=3)[C:9]2[C:4](=[CH:5][CH:6]=[CH:7][CH:8]=2)[CH:3]=[CH:2]1.[OH-].[Na+]. Product: [N:1]1([C:10]2[C:11]([C:24]3[CH:25]=[CH:26][CH:27]=[CH:28][CH:29]=3)=[N:12][C:13]3[C:18]([N:19]=2)=[CH:17][C:16]([C:20]([OH:22])=[O:21])=[CH:15][CH:14]=3)[C:9]2[C:4](=[CH:5][CH:6]=[CH:7][CH:8]=2)[CH:3]=[CH:2]1. The catalyst class is: 24.